Dataset: NCI-60 drug combinations with 297,098 pairs across 59 cell lines. Task: Regression. Given two drug SMILES strings and cell line genomic features, predict the synergy score measuring deviation from expected non-interaction effect. (1) Drug 1: COC1=CC(=CC(=C1O)OC)C2C3C(COC3=O)C(C4=CC5=C(C=C24)OCO5)OC6C(C(C7C(O6)COC(O7)C8=CC=CS8)O)O. Drug 2: C1=CC(=CC=C1CC(C(=O)O)N)N(CCCl)CCCl.Cl. Cell line: SR. Synergy scores: CSS=91.1, Synergy_ZIP=6.66, Synergy_Bliss=6.28, Synergy_Loewe=4.25, Synergy_HSA=8.70. (2) Drug 1: C1CC(=O)NC(=O)C1N2CC3=C(C2=O)C=CC=C3N. Drug 2: CC12CCC3C(C1CCC2O)C(CC4=C3C=CC(=C4)O)CCCCCCCCCS(=O)CCCC(C(F)(F)F)(F)F. Cell line: MOLT-4. Synergy scores: CSS=-4.42, Synergy_ZIP=2.42, Synergy_Bliss=-1.60, Synergy_Loewe=-9.90, Synergy_HSA=-6.31. (3) Drug 2: C(CCl)NC(=O)N(CCCl)N=O. Cell line: MOLT-4. Drug 1: CN1C2=C(C=C(C=C2)N(CCCl)CCCl)N=C1CCCC(=O)O.Cl. Synergy scores: CSS=40.0, Synergy_ZIP=7.75, Synergy_Bliss=12.4, Synergy_Loewe=8.98, Synergy_HSA=16.1. (4) Drug 1: C1=CC(=CC=C1CC(C(=O)O)N)N(CCCl)CCCl.Cl. Drug 2: CCN(CC)CCNC(=O)C1=C(NC(=C1C)C=C2C3=C(C=CC(=C3)F)NC2=O)C. Cell line: MALME-3M. Synergy scores: CSS=16.3, Synergy_ZIP=-3.98, Synergy_Bliss=-0.171, Synergy_Loewe=-3.40, Synergy_HSA=-2.71.